From a dataset of Reaction yield outcomes from USPTO patents with 853,638 reactions. Predict the reaction yield, written as a fraction of the theoretical maximum amount of product (1.0 means a 100% yield; for example, 0.34 means a 34% yield). (1) The reactants are C[O:2][C:3](=[O:40])[C@@H:4]([NH:8][S:9]([C:12]1[CH:17]=[CH:16][C:15]([C:18]2[CH:23]=[CH:22][C:21]([NH:24][C:25]([C:27]3[O:28][C:29]4[CH:36]=[CH:35][C:34]([Cl:37])=[C:33]([O:38][CH3:39])[C:30]=4[C:31]=3[CH3:32])=[O:26])=[CH:20][CH:19]=2)=[CH:14][CH:13]=1)(=[O:11])=[O:10])[CH:5]([CH3:7])[CH3:6].[Li+].[OH-]. The catalyst is C1COCC1. The product is [Cl:37][C:34]1[CH:35]=[CH:36][C:29]2[O:28][C:27]([C:25]([NH:24][C:21]3[CH:20]=[CH:19][C:18]([C:15]4[CH:14]=[CH:13][C:12]([S:9]([NH:8][C@@H:4]([CH:5]([CH3:6])[CH3:7])[C:3]([OH:40])=[O:2])(=[O:10])=[O:11])=[CH:17][CH:16]=4)=[CH:23][CH:22]=3)=[O:26])=[C:31]([CH3:32])[C:30]=2[C:33]=1[O:38][CH3:39]. The yield is 0.620. (2) The reactants are [C:1]([O:4][C@H:5]1[CH:22]=[CH:21][C@@:20]2([CH3:23])[C:7](=[CH:8][CH2:9][C@@H:10]3[C@@H:19]2[CH2:18][CH2:17][C@@:15]2([CH3:16])[C@H:11]3[CH2:12][CH2:13][C:14]32OCC[O:24]3)[CH2:6]1)(=[O:3])[CH3:2].O.C1(C)C=CC(S(O)(=O)=O)=CC=1. The catalyst is CC(C)=O.O. The product is [C:1]([O:4][C@H:5]1[CH:22]=[CH:21][C@@:20]2([CH3:23])[C:7](=[CH:8][CH2:9][C@@H:10]3[C@@H:19]2[CH2:18][CH2:17][C@@:15]2([CH3:16])[C@H:11]3[CH2:12][CH2:13][C:14]2=[O:24])[CH2:6]1)(=[O:3])[CH3:2]. The yield is 0.980. (3) The reactants are [N+:1]([C:4]1[C:17]2[C:16]3[C:11](=[C:12]4[CH:21]=[C:20]5[O:22][CH2:23][O:24][C:19]5=[CH:18][C:13]4=[N:14][CH:15]=3)[N:10]([CH2:25][CH2:26][N:27]([CH3:29])[CH3:28])[C:9](=[O:30])[C:8]=2[CH:7]=[CH:6][CH:5]=1)([O-])=O.O.NN. The catalyst is C(O)C.[Ni]. The product is [NH2:1][C:4]1[C:17]2[C:16]3[C:11](=[C:12]4[CH:21]=[C:20]5[O:22][CH2:23][O:24][C:19]5=[CH:18][C:13]4=[N:14][CH:15]=3)[N:10]([CH2:25][CH2:26][N:27]([CH3:28])[CH3:29])[C:9](=[O:30])[C:8]=2[CH:7]=[CH:6][CH:5]=1. The yield is 0.744. (4) The catalyst is CO. The yield is 0.833. The product is [Cl:1][C:2]1[CH:7]=[CH:6][C:5]([CH:8]([OH:9])[C@@H:10]2[CH2:14][CH2:13][CH2:12][N:11]2[C:15]([C:17]2[C:18]([CH:23]([F:25])[F:24])=[N:19][N:20]([CH3:22])[CH:21]=2)=[O:16])=[CH:4][CH:3]=1. The reactants are [Cl:1][C:2]1[CH:7]=[CH:6][C:5]([C:8]([C@@H:10]2[CH2:14][CH2:13][CH2:12][N:11]2[C:15]([C:17]2[C:18]([CH:23]([F:25])[F:24])=[N:19][N:20]([CH3:22])[CH:21]=2)=[O:16])=[O:9])=[CH:4][CH:3]=1.[BH4-].[Na+].Cl.